This data is from Reaction yield outcomes from USPTO patents with 853,638 reactions. The task is: Predict the reaction yield, written as a fraction of the theoretical maximum amount of product (1.0 means a 100% yield; for example, 0.34 means a 34% yield). (1) The reactants are [OH:1][C:2]1([CH2:36][CH2:37][OH:38])[CH2:7][CH2:6][CH:5]([N:8]2[C:13](=[O:14])[C:12]([CH2:15][C:16]3[CH:21]=[CH:20][C:19]([C:22]4[C:23]([C:28]#[N:29])=[CH:24][CH:25]=[CH:26][CH:27]=4)=[CH:18][CH:17]=3)=[C:11]([CH2:30][CH2:31][CH3:32])[N:10]3[N:33]=[CH:34][N:35]=[C:9]23)[CH2:4][CH2:3]1.FC(F)(F)S(O[Si](C(C)(C)C)(C)C)(=O)=O.[N:54]1C(C)=CC=CC=1C.[Cl-].O[NH3+].[C:65](=[O:68])([O-])[OH:66].[Na+]. The product is [OH:1][C:2]1([CH2:36][CH2:37][OH:38])[CH2:3][CH2:4][CH:5]([N:8]2[C:13](=[O:14])[C:12]([CH2:15][C:16]3[CH:17]=[CH:18][C:19]([C:22]4[CH:27]=[CH:26][CH:25]=[CH:24][C:23]=4[C:28]4[NH:54][C:65](=[O:68])[O:66][N:29]=4)=[CH:20][CH:21]=3)=[C:11]([CH2:30][CH2:31][CH3:32])[N:10]3[N:33]=[CH:34][N:35]=[C:9]23)[CH2:6][CH2:7]1. The yield is 0.230. The catalyst is C(OCC)(=O)C.CS(C)=O.O1CCCC1. (2) The reactants are [Cl:1][C:2]1[CH:7]=[CH:6][C:5]([C:8]2[C:13]([CH:14]=[O:15])=[CH:12][N:11]=[CH:10][CH:9]=2)=[C:4]([F:16])[CH:3]=1.[CH:17]1([Mg]Br)[CH2:19][CH2:18]1. The catalyst is C1COCC1. The product is [Cl:1][C:2]1[CH:7]=[CH:6][C:5]([C:8]2[CH:9]=[CH:10][N:11]=[CH:12][C:13]=2[CH:14]([CH:17]2[CH2:19][CH2:18]2)[OH:15])=[C:4]([F:16])[CH:3]=1. The yield is 0.480.